From a dataset of Experimentally validated miRNA-target interactions with 360,000+ pairs, plus equal number of negative samples. Binary Classification. Given a miRNA mature sequence and a target amino acid sequence, predict their likelihood of interaction. (1) The miRNA is hsa-miR-1258 with sequence AGUUAGGAUUAGGUCGUGGAA. The protein sequence of the target gene is MLKRKPSNVSEKEKHQKPKRSSSFGNFDRFRNNSLSKPDDSTEAHEGDPTNGSGEQSKTSNNGGGLGKKMRAISWTMKKKVGKKYIKALSEEKDEEDGENAHPYRNSDPVIGTHTEKVSLKASDSMDSLYSGQSSSSGITSCSDGTSNRDSFRLDDDGPYSGPFCGRARVHTDFTPSPYDTDSLKIKKGDIIDIICKTPMGMWTGMLNNKVGNFKFIYVDVISEEEAAPKKIKANRRSNSKKSKTLQEFLERIHLQEYTSTLLLNGYETLEDLKDIKESHLIELNIENPDDRRRLLSAAE.... Result: 0 (no interaction). (2) The miRNA is mmu-miR-29b-2-5p with sequence CUGGUUUCACAUGGUGGCUUAGAUU. The protein sequence of the target gene is MSKGLPEARTDAAMSELVPEPRPKPAVPMKPVSINSNLLGYIGIDTIIEQMRKKTMKTGFDFNIMVVGQSGLGKSTLVNTLFKSQVSRKASSWNREEKIPKTVEIKAIGHVIEEGGVKMKLTVIDTPGFGDQINNENCWEPIEKYINEQYEKFLKEEVNIARKKRIPDTRVHCCLYFISPTGHSLRPLDLEFMKHLSKVVNIIPVIAKADTMTLEEKSEFKQRVRKELEVNGIEFYPQKEFDEDLEDKTENDKIRQESMPFAVVGSDKEYQVNGKRVLGRKTPWGIIEVENLNHCEFALL.... Result: 0 (no interaction). (3) The miRNA is hsa-miR-8077 with sequence GGCUGAGUGGGGUUCUGACUCC. The protein sequence of the target gene is MEMGRRIHSELRNRAPSDVKELALDNSRSNEGKLEALTDEFEELEFLSKINGGLTSISDLPKLKLRKLELRVSGGLEVLAEKCPNLTHLYLSGNKIKDLSTIEPLKQLENLKSLDLFNCEVTNLNDYGENVFKLLLQLTYLDSCYWDHKEAPYSDIEDHVEGLDDEEEGEHEEEYDEDAQVVEDEEGEEEEEEGEEEDVSGGDEEDEEGYNDGEVDGEEDEEELGEEERGQKRK. Result: 0 (no interaction). (4) The miRNA is mmu-miR-5116 with sequence UUUGAUAGGAACCCCGCCUGA. The protein sequence of the target gene is MAEWLLSASWQRRAKAMTAAAGSAGRAAVPLLLCALLAPGGAYVLDDSDGLGREFDGIGAVSGGGATSRLLVNYPEPYRSQILDYLFKPNFGASLHILKVEIGGDGQTTDGTEPSHMHYALDENYFRGYEWWLMKEAKKRNPNITLIGLPWSFPGWLGKGFDWPYVNLQLTAYYVVTWIVGAKRYHDLDIDYIGIWNERSYNANYIKILRKMLNYQGLQRVKIIASDNLWESISASMLLDAELFKVVDVIGAHYPGTHSAKDAKLTGKKLWSSEDFSTLNSDMGAGCWGRILNQNYINGY.... Result: 0 (no interaction). (5) The miRNA is mmu-miR-302c-3p with sequence AAGUGCUUCCAUGUUUCAGUGG. The protein sequence of the target gene is MVLSVPVIALGATLGTATSILALCGVTCLCRHMHPKKGLLPRDREPDPEKARPGVLQAAQQFNIKKSTEPVQPRPLLKFPDIYGPRPAVTAPEVINYADYTLETTEESAAPASPQAQSDSRLKRQVTEELSIRPQNGVVEDVCVMETWNPEKAASWNQAPKLHFRLDYDQKKAELFVTSLEAVTSDHEGGCDCYIQGSVAVKTGSVEAQTALKKRQLHTTWEEGLALPLGEEELPTATLTLTLRTCDRFSRHSVIGELRLGLDGASVPLGAAQWGELKTTAKEPSAGAGEVLLSISYLPA.... Result: 1 (interaction). (6) The miRNA is hsa-miR-3619-3p with sequence GGGACCAUCCUGCCUGCUGUGG. The protein sequence of the target gene is MQHRGFFLLALLALLVVTSAVAKKKEKVKKGSECSEWTWGPCTPSSKDCGMGFREGTCGAQTQRVHCKVPCNWKKEFGADCKYKFESWGACDGSTGTKARQGTLKKARYNAQCQETIRVTKPCTSKTKSKTKAKKGKGKD. Result: 0 (no interaction). (7) The miRNA is mmu-miR-497a-5p with sequence CAGCAGCACACUGUGGUUUGUA. The protein sequence of the target gene is MASVRASPRSALLLLLAAAGVAEVTGGLAPGSAGAVCCNHSKDNQMCRDVCEQIFSSKSESRLKHLLQRAPDYCPETMVEIWSCMNSSLPGVFKKSDGWVGLGCCELAIGLECRQACKQASSKNDISKVCRKEYENALFSCISRNEMGSVCCSYAGHHTNCREFCQAIFRTDSSPGPSQIKAVENYCASISPQLIHCVNNYTQSYPMRNPTDSLYCCDRAEDHACQNACKRILMSKKTEMEIVDGLIEGCKTQPLPQDPLWQCFLESSQSVHPGVTVHPPPSTGLDGAKLHCCSKANTST.... Result: 1 (interaction). (8) The miRNA is hsa-miR-7109-3p with sequence CAAGCCUCUCCUGCCCUUCCAG. The protein sequence of the target gene is MDDLQSQNLSMDMTDSPPALANNRLENGMAQLITTEAWNINSTDLVKKALVTVPAPSILNPPAESQSGMALKVAATVLQPLCLGESPVVMPIHMQVEGSSAPELNPNGNATYVMTTQGPVQLPVVLEQHVFQHLNSPLVLPQEAPCSSSTIHNNLFQGAEDPEAQPQLLDLRIPSQPQEPTLPFEAVLQNLFPSQGTLGPPPCQPPPGYAPVPPQPFSSPLSPLVPPATLLVPYPVIVPLPVPVPIPIPIPMPQSSESKFSSSFPKPPSSFGLHPFKGTQTPLEKDELKPFDILQPKEYF.... Result: 0 (no interaction). (9) The miRNA is hsa-miR-6508-5p with sequence UCUAGAAAUGCAUGACCCACC. The protein sequence of the target gene is MAKSRRDRNSWGGFSEKSSDWSSEEEEPVRKAGPVQVLIVKDDHSFELDEAALNRILLSQAVRDKEVVAVSVAGAFRKGKSFLMDFMLRYMYNQESVDWVGDYNEPLTGFSWRGGSERETTGIQIWSEVFLINKLDGKKVAVLLMDTQGTFDSQSTLRDSATVFALSTMISSIQVYNLSQNVQEDDLQHLQLFTEYGRLAMEETFLKPFQSLIFLVRDWSFPYEFSYGADGGAKFLEKRLKVSGNQHEELQNVRKHIHSCFTNISCFLLPHPGLKVATNPNFDGKLKEIDDEFIKNLKIL.... Result: 0 (no interaction). (10) The miRNA is hsa-miR-506-5p with sequence UAUUCAGGAAGGUGUUACUUAA. The protein sequence of the target gene is MPRRGLVAGPDLEYFQRRYFTPAEVAQHNRPEDLWVSYLGRVYDLTSLAQEYKGNLLLKPIVEVAGQDISHWFDPKTRDIRKHIDPLTGCLRYCTPRGRFVHVPPQLPCSDWANDFGKPWWQGSYYEVGRLSAKTRSIRIINTLTSQEHTLEVGVLESIWEILHRYLPYNSHAASYTWKYEGKNLNMDFTLEENGIRDEEEEFDYLSMDGTLHTPAILLYFNDDLTEL. Result: 0 (no interaction).